Dataset: Full USPTO retrosynthesis dataset with 1.9M reactions from patents (1976-2016). Task: Predict the reactants needed to synthesize the given product. (1) Given the product [CH2:11]([O:18][C:19]1[C:20](=[O:22])[N:33]2[CH2:32][CH2:31][S:30][C:29]2=[N:28][C:2]=1[C:1]([O:8][CH2:9][CH3:10])=[O:7])[C:12]1[CH:13]=[CH:14][CH:15]=[CH:16][CH:17]=1, predict the reactants needed to synthesize it. The reactants are: [C:1]([O:8][CH2:9][CH3:10])(=[O:7])[C:2](OCC)=O.[CH2:11]([O:18][CH2:19][C:20]([O:22]CC)=O)[C:12]1[CH:17]=[CH:16][CH:15]=[CH:14][CH:13]=1.[H-].[Na+].Cl.[NH2:28][C:29]1[S:30][CH2:31][CH2:32][N:33]=1. (2) Given the product [N:24]1[CH:25]=[CH:26][CH:27]=[C:22]([C:19]2[N:18]=[C:17]([CH:16]=[CH:15][C:9]3[CH:8]=[C:7]([OH:6])[C:12]([OH:13])=[CH:11][CH:10]=3)[O:21][N:20]=2)[CH:23]=1, predict the reactants needed to synthesize it. The reactants are: B(Br)(Br)Br.C[O:6][C:7]1[CH:8]=[C:9]([CH:15]=[CH:16][C:17]2[O:21][N:20]=[C:19]([C:22]3[CH:23]=[N:24][CH:25]=[CH:26][CH:27]=3)[N:18]=2)[CH:10]=[CH:11][C:12]=1[O:13]C. (3) The reactants are: [CH:1]1([C:7]([OH:9])=O)[CH2:6][CH2:5][CH:4]=[CH:3][CH2:2]1.[NH2:10][CH2:11][CH2:12][CH3:13].CCN=C=NCCCN(C)C.Cl.CCN(C(C)C)C(C)C. Given the product [CH2:11]([NH:10][C:7]([CH:1]1[CH2:6][CH2:5][CH:4]=[CH:3][CH2:2]1)=[O:9])[CH2:12][CH3:13], predict the reactants needed to synthesize it. (4) The reactants are: [CH:1]([NH:4][CH:5]1[CH2:10][CH2:9][C:8]([C:11]2[C:19]3[C:14](=[CH:15][C:16]([N+:20]([O-:22])=[O:21])=[CH:17][CH:18]=3)[NH:13][CH:12]=2)=[CH:7][CH2:6]1)([CH3:3])[CH3:2].CCN(CC)CC.[CH3:30][C:31]([O:34][C:35](O[C:35]([O:34][C:31]([CH3:33])([CH3:32])[CH3:30])=[O:36])=[O:36])([CH3:33])[CH3:32]. Given the product [CH:1]([N:4]([CH:5]1[CH2:10][CH2:9][C:8]([C:11]2[C:19]3[C:14](=[CH:15][C:16]([N+:20]([O-:22])=[O:21])=[CH:17][CH:18]=3)[NH:13][CH:12]=2)=[CH:7][CH2:6]1)[C:35](=[O:36])[O:34][C:31]([CH3:33])([CH3:32])[CH3:30])([CH3:3])[CH3:2], predict the reactants needed to synthesize it. (5) Given the product [CH2:68]([N:67]([CH2:66][CH:65]([O:64][CH3:63])[O:72][CH3:73])[C:57](=[O:58])[CH2:56][CH2:55][O:54][CH2:53][CH2:52][C:51]1[CH:60]=[CH:61][CH:62]=[C:49]([CH2:48][CH2:47][N:44]2[CH2:45][CH2:46][C:40]3([O:39][CH2:38][CH2:37][N:36]([C:34]([C:32]4[N:33]=[C:29]([CH:26]([CH3:27])[CH3:28])[S:30][CH:31]=4)=[O:35])[CH2:41]3)[CH2:42][CH2:43]2)[CH:50]=1)[CH2:69][CH2:70][CH3:71], predict the reactants needed to synthesize it. The reactants are: C(P1(=O)OP(CCC)(=O)OP(CCC)(=O)O1)CC.FC(F)(F)C(O)=O.[CH:26]([C:29]1[S:30][CH:31]=[C:32]([C:34]([N:36]2[CH2:41][C:40]3([CH2:46][CH2:45][N:44]([CH2:47][CH2:48][C:49]4[CH:50]=[C:51]([CH:60]=[CH:61][CH:62]=4)[CH2:52][CH2:53][O:54][CH2:55][CH2:56][C:57](O)=[O:58])[CH2:43][CH2:42]3)[O:39][CH2:38][CH2:37]2)=[O:35])[N:33]=1)([CH3:28])[CH3:27].[CH3:63][O:64][CH:65]([O:72][CH3:73])[CH2:66][NH:67][CH2:68][CH2:69][CH2:70][CH3:71].C(N(CC)CC)C. (6) Given the product [F:10][C:8]1[CH:7]=[C:4]([CH:3]=[C:2]([CH:19]=[O:20])[CH:9]=1)[C:5]#[N:6], predict the reactants needed to synthesize it. The reactants are: Br[C:2]1[CH:3]=[C:4]([CH:7]=[C:8]([F:10])[CH:9]=1)[C:5]#[N:6].C([Mg]Cl)(C)C.CN([CH:19]=[O:20])C.Cl.